The task is: Predict which catalyst facilitates the given reaction.. This data is from Catalyst prediction with 721,799 reactions and 888 catalyst types from USPTO. (1) Reactant: [OH:1][C:2]1[CH:3]=[C:4]([CH:9]=[CH:10][CH:11]=1)[C:5]([O:7][CH3:8])=[O:6].O[CH2:13][CH2:14][CH2:15][NH:16][C:17](=[O:26])[O:18][CH2:19][C:20]1[CH:25]=[CH:24][CH:23]=[CH:22][CH:21]=1.C1(P(C2C=CC=CC=2)C2C=CC=CC=2)C=CC=CC=1.N(C(OCC)=O)=NC(OCC)=O. Product: [CH2:19]([O:18][C:17]([NH:16][CH2:15][CH2:14][CH2:13][O:1][C:2]1[CH:3]=[C:4]([CH:9]=[CH:10][CH:11]=1)[C:5]([O:7][CH3:8])=[O:6])=[O:26])[C:20]1[CH:25]=[CH:24][CH:23]=[CH:22][CH:21]=1. The catalyst class is: 1. (2) Reactant: C(OC([N:8]1[CH2:13][CH2:12][N:11]([C:14]2[CH:19]=[CH:18][C:17]([N:20]3[CH2:24][C@H:23]([CH2:25][NH:26][C:27](=[O:29])[CH3:28])[O:22][C:21]3=[O:30])=[CH:16][N:15]=2)[CH2:10][CH2:9]1)=O)(C)(C)C. Product: [O:30]=[C:21]1[N:20]([C:17]2[CH:16]=[N:15][C:14]([N:11]3[CH2:10][CH2:9][NH:8][CH2:13][CH2:12]3)=[CH:19][CH:18]=2)[CH2:24][C@H:23]([CH2:25][NH:26][C:27](=[O:29])[CH3:28])[O:22]1. The catalyst class is: 209. (3) Reactant: O1C(C2C=C(N[C:13]3[N:18]=[C:17]([C:19]4[C:20]([C:28]5[CH:29]=[C:30]([NH:34][C:35](=[O:42])[CH2:36][C:37]6[S:38][CH:39]=[CH:40][CH:41]=6)[CH:31]=[CH:32][CH:33]=5)=[N:21][N:22]5[CH:27]=[CH:26][CH:25]=[CH:24][C:23]=45)[CH:16]=[CH:15][N:14]=3)C=CC=2)=CN=C1.[NH2:43][C:44]1[CH:45]=[C:46]2[C:50](=[CH:51][CH:52]=1)[CH2:49][CH:48]([N:53]([CH3:55])[CH3:54])[CH2:47]2.Cl.C(OCC)C. Product: [CH3:54][N:53]([CH3:55])[CH:48]1[CH2:47][C:46]2[C:50](=[CH:51][CH:52]=[C:44]([NH:43][C:13]3[N:18]=[C:17]([C:19]4[C:20]([C:28]5[CH:29]=[C:30]([NH:34][C:35](=[O:42])[CH2:36][C:37]6[S:38][CH:39]=[CH:40][CH:41]=6)[CH:31]=[CH:32][CH:33]=5)=[N:21][N:22]5[CH:27]=[CH:26][CH:25]=[CH:24][C:23]=45)[CH:16]=[CH:15][N:14]=3)[CH:45]=2)[CH2:49]1. The catalyst class is: 41. (4) Reactant: [CH2:1]([N:8]1[CH2:14][C:13]2[N:15]=[CH:16][C:17](Cl)=[N:18][C:12]=2[O:11][CH2:10][CH2:9]1)[C:2]1[CH:7]=[CH:6][CH:5]=[CH:4][CH:3]=1.[CH2:20]([C@@H:22]1[CH2:27][O:26][CH2:25][CH2:24][NH:23]1)[CH3:21].CC(C1C=C(C(C)C)C(C2C=CC=CC=2P(C2CCCCC2)C2CCCCC2)=C(C(C)C)C=1)C.CC(C)([O-])C.[Na+]. Product: [CH2:1]([N:8]1[CH2:14][C:13]2[N:15]=[CH:16][C:17]([N:23]3[CH2:24][CH2:25][O:26][CH2:27][C@H:22]3[CH2:20][CH3:21])=[N:18][C:12]=2[O:11][CH2:10][CH2:9]1)[C:2]1[CH:7]=[CH:6][CH:5]=[CH:4][CH:3]=1. The catalyst class is: 491. (5) Reactant: [C:1]1([CH:11]=O)[C:10]2[C:5](=[CH:6][CH:7]=[CH:8][CH:9]=2)[CH:4]=[CH:3][CH:2]=1.[CH3:13][N:14]1[CH2:18][CH2:17][CH2:16][CH:15]1[CH2:19][CH2:20][NH2:21].[Na]. The catalyst class is: 4. Product: [CH3:13][N:14]1[CH2:18][CH2:17][CH2:16][CH:15]1[CH2:19][CH2:20][NH:21][CH2:11][C:1]1[C:10]2[C:5](=[CH:6][CH:7]=[CH:8][CH:9]=2)[CH:4]=[CH:3][CH:2]=1. (6) Reactant: Cl.[CH3:2][NH:3][C:4](=[O:28])[C@@H:5]([NH:15][C:16]([C:18]1[C:19]([C:24]([F:27])([F:26])[F:25])=[N:20][N:21]([CH3:23])[CH:22]=1)=[O:17])[CH2:6][NH:7]C(=O)OC(C)(C)C. Product: [NH2:7][CH2:6][C@H:5]([NH:15][C:16]([C:18]1[C:19]([C:24]([F:27])([F:26])[F:25])=[N:20][N:21]([CH3:23])[CH:22]=1)=[O:17])[C:4]([NH:3][CH3:2])=[O:28]. The catalyst class is: 12.